From a dataset of NCI-60 drug combinations with 297,098 pairs across 59 cell lines. Regression. Given two drug SMILES strings and cell line genomic features, predict the synergy score measuring deviation from expected non-interaction effect. (1) Drug 1: COC1=C2C(=CC3=C1OC=C3)C=CC(=O)O2. Drug 2: N.N.Cl[Pt+2]Cl. Cell line: HT29. Synergy scores: CSS=12.8, Synergy_ZIP=-7.45, Synergy_Bliss=-2.62, Synergy_Loewe=-16.6, Synergy_HSA=-5.70. (2) Drug 1: C1=CN(C=N1)CC(O)(P(=O)(O)O)P(=O)(O)O. Drug 2: CN(C(=O)NC(C=O)C(C(C(CO)O)O)O)N=O. Cell line: UO-31. Synergy scores: CSS=-0.720, Synergy_ZIP=0.498, Synergy_Bliss=1.05, Synergy_Loewe=0.0545, Synergy_HSA=-1.38. (3) Drug 1: C1=CC=C(C=C1)NC(=O)CCCCCCC(=O)NO. Drug 2: CN(CCCl)CCCl.Cl. Cell line: LOX IMVI. Synergy scores: CSS=43.8, Synergy_ZIP=3.94, Synergy_Bliss=7.19, Synergy_Loewe=7.78, Synergy_HSA=8.06. (4) Drug 1: C#CCC(CC1=CN=C2C(=N1)C(=NC(=N2)N)N)C3=CC=C(C=C3)C(=O)NC(CCC(=O)O)C(=O)O. Drug 2: CCN(CC)CCCC(C)NC1=C2C=C(C=CC2=NC3=C1C=CC(=C3)Cl)OC. Cell line: UACC-257. Synergy scores: CSS=2.46, Synergy_ZIP=-2.48, Synergy_Bliss=-3.39, Synergy_Loewe=-3.61, Synergy_HSA=-4.17. (5) Synergy scores: CSS=25.8, Synergy_ZIP=11.4, Synergy_Bliss=16.3, Synergy_Loewe=12.7, Synergy_HSA=15.8. Drug 2: CC1=C(C=C(C=C1)NC2=NC=CC(=N2)N(C)C3=CC4=NN(C(=C4C=C3)C)C)S(=O)(=O)N.Cl. Cell line: TK-10. Drug 1: CCCS(=O)(=O)NC1=C(C(=C(C=C1)F)C(=O)C2=CNC3=C2C=C(C=N3)C4=CC=C(C=C4)Cl)F. (6) Drug 1: CC1C(C(CC(O1)OC2CC(CC3=C2C(=C4C(=C3O)C(=O)C5=C(C4=O)C(=CC=C5)OC)O)(C(=O)CO)O)N)O.Cl. Drug 2: COCCOC1=C(C=C2C(=C1)C(=NC=N2)NC3=CC=CC(=C3)C#C)OCCOC.Cl. Cell line: HCC-2998. Synergy scores: CSS=16.1, Synergy_ZIP=-1.74, Synergy_Bliss=-1.60, Synergy_Loewe=-0.604, Synergy_HSA=1.02. (7) Drug 1: CCC1(C2=C(COC1=O)C(=O)N3CC4=CC5=C(C=CC(=C5CN(C)C)O)N=C4C3=C2)O.Cl. Drug 2: B(C(CC(C)C)NC(=O)C(CC1=CC=CC=C1)NC(=O)C2=NC=CN=C2)(O)O. Cell line: TK-10. Synergy scores: CSS=20.3, Synergy_ZIP=-5.78, Synergy_Bliss=-2.08, Synergy_Loewe=-17.8, Synergy_HSA=0.173.